From a dataset of SARS-CoV-2 main protease (3CLPro) crystallographic fragment screen with 879 compounds. Binary Classification. Given a drug SMILES string, predict its activity (active/inactive) in a high-throughput screening assay against a specified biological target. (1) The molecule is COc1ncc(C23CC2CCN3C(C)=O)cn1. The result is 0 (inactive). (2) The drug is OC1CN(C(c2ccccc2)c2ccccc2)C1. The result is 0 (inactive). (3) The compound is N#CCC(=O)Nc1ccc(Cl)cc1. The result is 0 (inactive).